This data is from Experimentally validated miRNA-target interactions with 360,000+ pairs, plus equal number of negative samples. The task is: Binary Classification. Given a miRNA mature sequence and a target amino acid sequence, predict their likelihood of interaction. (1) The miRNA is hsa-miR-1255b-2-3p with sequence AACCACUUUCUUUGCUCAUCCA. The protein sequence of the target gene is MARCRHHSGYLADDEAAHSTYVAPLPKKHLLPEMRPTCKLGRVPHLPSMNQYSEHQSHQQNFRHPLAFGGFLDFLTEGQVLDSLQTVVEQATERLAAMKTEAGVPLVDIQDPVEVPSSRHRSRARPSIDTVHRHRARPTLCAGRPNNYPSCSSSMSDSHSSITAGWLGSHSQDSDLGARGIGSLPPMRDKLLLEKNLKRLLRLENKGKILNQSCSQRDSLLWDSLGSQTSSQWTREQPLSWFSGLLGSSPATPETSELGLGEQEMIFLKQKLNKEMKSLLNQPRPFNLPTYCPLREPHHT.... Result: 0 (no interaction). (2) The miRNA is hsa-miR-138-2-3p with sequence GCUAUUUCACGACACCAGGGUU. The protein sequence of the target gene is MLGKRKRVVLTIKDKLDIIKKLEEGISFKKLSVVYGIGESTVRDIKKNKERIINYANSSDPTSGVSKRKSMKSSTYEELDRVMIEWFNQQKTDGIPVSGTICAKQAKFFFDALGMEGDFNASSGWLTRFKQRHGIPKAAGKGTKLKGDETAAREFCGSFQEFVEKENLQPEQIYGADQTGLFWKCLPSRTLTLETDQSTSGCRSSRERIIIMCCANATGLHKLNLCVVGKAKKPRAFKGTDLSNLPVTYYSQKGAWIEQSVFRQWFEKYFVPQVQKHLKSKGLLEKAVLLLDFPPARPNE.... Result: 1 (interaction). (3) The miRNA is mmu-miR-216a-5p with sequence UAAUCUCAGCUGGCAACUGUGA. The protein sequence of the target gene is MNPQQQRMAAIGTDKELSDLLDFSAMFSPPVNSGKTRPTTLGSSQFSGSGIDERGGTTSWGTSGQPSPSYDSSRGFTDSPHYSDHLNDSRLGAHEGLSPTPFMNSNLMGKTSERGSFSLYSRDTGLPGCQSSLLRQDLGLGSPAQLSSSGKPGTAYYSFSATSSRRRPLHDSAALDPLQAKKVRKVPPGLPSSVYAPSPNSDDFNRESPSYPSPKPPTSMFASTFFMQDGTHNSSDLWSSSNGMSQPGFGGILGTSTSHMSQSSSYGNLHSHDRLSYPPHSVSPTDINTSLPPMSSFHRG.... Result: 0 (no interaction).